Dataset: Catalyst prediction with 721,799 reactions and 888 catalyst types from USPTO. Task: Predict which catalyst facilitates the given reaction. (1) Reactant: [C:1]1([C:7]2[CH:12]=[CH:11][C:10]([CH:13]([NH:23][C:24]([NH:26][C:27]3[CH:32]=[C:31]([Cl:33])[CH:30]=[C:29]([Cl:34])[CH:28]=3)=[O:25])[C:14]3[CH:22]=[CH:21][C:17](C(O)=O)=[CH:16][CH:15]=3)=[CH:9][CH:8]=2)[CH2:6][CH2:5][CH2:4][CH2:3][CH:2]=1.CCN=C=NCCCN(C)C.C1C=CC2N(O)N=NC=2C=1.FC(F)(F)[C:58]([O-])=[O:59].CC1(C)[O:68][C@@H:67]([CH2:69][NH3+:70])[C:66](=[O:71])[O:65]1.C(N(C(C)C)CC)(C)C. Product: [C:1]1([C:7]2[CH:12]=[CH:11][C:10]([CH:13]([NH:23][C:24]([NH:26][C:27]3[CH:32]=[C:31]([Cl:33])[CH:30]=[C:29]([Cl:34])[CH:28]=3)=[O:25])[C:14]3[CH:22]=[CH:21][C:17]([C:58]([NH:70][CH2:69][C@H:67]([OH:68])[C:66]([OH:65])=[O:71])=[O:59])=[CH:16][CH:15]=3)=[CH:9][CH:8]=2)[CH2:6][CH2:5][CH2:4][CH2:3][CH:2]=1. The catalyst class is: 3. (2) Reactant: [CH3:1][C:2]1[C:7]([N:8]2[CH:12]=[N:11][N:10]=[N:9]2)=[CH:6][CH:5]=[CH:4][C:3]=1[CH2:13][C:14]([O:16]C)=[O:15].[OH-].[Na+].Cl. Product: [CH3:1][C:2]1[C:7]([N:8]2[CH:12]=[N:11][N:10]=[N:9]2)=[CH:6][CH:5]=[CH:4][C:3]=1[CH2:13][C:14]([OH:16])=[O:15]. The catalyst class is: 87. (3) Reactant: Cl[C:2]1[CH:7]=[C:6]([O:8][CH2:9][C:10]([F:13])([F:12])[F:11])[C:5]([CH3:14])=[CH:4][C:3]=1[N+:15]([O-:17])=[O:16].[H-].[Na+].[CH3:20][OH:21]. Product: [CH3:20][O:21][C:2]1[CH:7]=[C:6]([O:8][CH2:9][C:10]([F:13])([F:12])[F:11])[C:5]([CH3:14])=[CH:4][C:3]=1[N+:15]([O-:17])=[O:16]. The catalyst class is: 18. (4) Reactant: [NH2:1][C:2]1[CH:7]=[CH:6][N:5]=[CH:4][C:3]=1[OH:8].Cl[CH2:10][C:11](Cl)=[O:12].C(=O)([O-])[O-].[K+].[K+].O. Product: [NH:1]1[C:11](=[O:12])[CH2:10][O:8][C:3]2[CH:4]=[N:5][CH:6]=[CH:7][C:2]1=2. The catalyst class is: 9. (5) Reactant: Br[C:2]1[CH:7]=[C:6]([N+:8]([O-:10])=[O:9])[CH:5]=[CH:4][C:3]=1[O:11][CH3:12].[CH2:13]([O:15][C:16]([C:18]1[CH:23]=[CH:22][C:21](B(O)O)=[CH:20][CH:19]=1)=[O:17])[CH3:14].C(=O)([O-])[O-].[Cs+].[Cs+]. Product: [CH2:13]([O:15][C:16]([C:18]1[CH:23]=[CH:22][C:21]([C:2]2[CH:7]=[C:6]([N+:8]([O-:10])=[O:9])[CH:5]=[CH:4][C:3]=2[O:11][CH3:12])=[CH:20][CH:19]=1)=[O:17])[CH3:14]. The catalyst class is: 57. (6) Reactant: [O:1]=[C:2]1[CH2:7][CH2:6][N:5]([C:8]([O:10][C:11]([CH3:14])([CH3:13])[CH3:12])=[O:9])[CH2:4][CH:3]1[C:15]([O:17][CH3:18])=[O:16].[BH4-].[Na+]. Product: [OH:1][CH:2]1[CH2:7][CH2:6][N:5]([C:8]([O:10][C:11]([CH3:12])([CH3:13])[CH3:14])=[O:9])[CH2:4][CH:3]1[C:15]([O:17][CH3:18])=[O:16]. The catalyst class is: 5. (7) The catalyst class is: 4. Reactant: [F:1][C:2]1[CH:7]=[CH:6][C:5]([NH:8][C:9]([NH:11][CH:12]2[CH2:17][CH2:16][NH:15][CH2:14][CH2:13]2)=[O:10])=[CH:4][CH:3]=1.C(N(CC)CC)C.[CH3:25][S:26](Cl)(=[O:28])=[O:27].O. Product: [F:1][C:2]1[CH:7]=[CH:6][C:5]([NH:8][C:9]([NH:11][CH:12]2[CH2:17][CH2:16][N:15]([S:26]([CH3:25])(=[O:28])=[O:27])[CH2:14][CH2:13]2)=[O:10])=[CH:4][CH:3]=1.